From a dataset of NCI-60 drug combinations with 297,098 pairs across 59 cell lines. Regression. Given two drug SMILES strings and cell line genomic features, predict the synergy score measuring deviation from expected non-interaction effect. (1) Drug 1: CC(CN1CC(=O)NC(=O)C1)N2CC(=O)NC(=O)C2. Drug 2: C1=NC2=C(N=C(N=C2N1C3C(C(C(O3)CO)O)F)Cl)N. Cell line: CAKI-1. Synergy scores: CSS=40.1, Synergy_ZIP=-8.94, Synergy_Bliss=-8.24, Synergy_Loewe=-6.56, Synergy_HSA=-3.32. (2) Drug 1: CC1C(C(CC(O1)OC2CC(CC3=C2C(=C4C(=C3O)C(=O)C5=C(C4=O)C(=CC=C5)OC)O)(C(=O)CO)O)N)O.Cl. Drug 2: CCC1=CC2CC(C3=C(CN(C2)C1)C4=CC=CC=C4N3)(C5=C(C=C6C(=C5)C78CCN9C7C(C=CC9)(C(C(C8N6C)(C(=O)OC)O)OC(=O)C)CC)OC)C(=O)OC.C(C(C(=O)O)O)(C(=O)O)O. Cell line: PC-3. Synergy scores: CSS=41.8, Synergy_ZIP=1.53, Synergy_Bliss=0.224, Synergy_Loewe=-1.37, Synergy_HSA=-0.142. (3) Drug 1: CC1=C(C=C(C=C1)NC2=NC=CC(=N2)N(C)C3=CC4=NN(C(=C4C=C3)C)C)S(=O)(=O)N.Cl. Drug 2: CC1=C2C(C(=O)C3(C(CC4C(C3C(C(C2(C)C)(CC1OC(=O)C(C(C5=CC=CC=C5)NC(=O)OC(C)(C)C)O)O)OC(=O)C6=CC=CC=C6)(CO4)OC(=O)C)O)C)O. Cell line: UACC-257. Synergy scores: CSS=30.0, Synergy_ZIP=7.67, Synergy_Bliss=7.54, Synergy_Loewe=-3.04, Synergy_HSA=6.84. (4) Drug 1: C1=C(C(=O)NC(=O)N1)F. Drug 2: CC1CCC2CC(C(=CC=CC=CC(CC(C(=O)C(C(C(=CC(C(=O)CC(OC(=O)C3CCCCN3C(=O)C(=O)C1(O2)O)C(C)CC4CCC(C(C4)OC)OCCO)C)C)O)OC)C)C)C)OC. Cell line: COLO 205. Synergy scores: CSS=58.1, Synergy_ZIP=-8.66, Synergy_Bliss=-14.8, Synergy_Loewe=-10.2, Synergy_HSA=-10.2. (5) Drug 1: C(=O)(N)NO. Drug 2: C(CN)CNCCSP(=O)(O)O. Cell line: COLO 205. Synergy scores: CSS=38.3, Synergy_ZIP=-1.77, Synergy_Bliss=1.91, Synergy_Loewe=-33.9, Synergy_HSA=0.425. (6) Drug 1: C1=CN(C(=O)N=C1N)C2C(C(C(O2)CO)O)O.Cl. Drug 2: CC12CCC3C(C1CCC2OP(=O)(O)O)CCC4=C3C=CC(=C4)OC(=O)N(CCCl)CCCl.[Na+]. Cell line: ACHN. Synergy scores: CSS=64.0, Synergy_ZIP=-1.30, Synergy_Bliss=-2.33, Synergy_Loewe=-52.3, Synergy_HSA=-1.09. (7) Drug 1: CC1C(C(CC(O1)OC2CC(OC(C2O)C)OC3=CC4=CC5=C(C(=O)C(C(C5)C(C(=O)C(C(C)O)O)OC)OC6CC(C(C(O6)C)O)OC7CC(C(C(O7)C)O)OC8CC(C(C(O8)C)O)(C)O)C(=C4C(=C3C)O)O)O)O. Drug 2: C#CCC(CC1=CN=C2C(=N1)C(=NC(=N2)N)N)C3=CC=C(C=C3)C(=O)NC(CCC(=O)O)C(=O)O. Cell line: M14. Synergy scores: CSS=60.4, Synergy_ZIP=-1.48, Synergy_Bliss=-0.639, Synergy_Loewe=-0.753, Synergy_HSA=0.356. (8) Cell line: NCI-H226. Drug 2: CC1=C(C(=O)C2=C(C1=O)N3CC4C(C3(C2COC(=O)N)OC)N4)N. Synergy scores: CSS=36.8, Synergy_ZIP=5.60, Synergy_Bliss=11.9, Synergy_Loewe=8.70, Synergy_HSA=10.0. Drug 1: CCC1=C2CN3C(=CC4=C(C3=O)COC(=O)C4(CC)O)C2=NC5=C1C=C(C=C5)O. (9) Drug 1: CCC1(CC2CC(C3=C(CCN(C2)C1)C4=CC=CC=C4N3)(C5=C(C=C6C(=C5)C78CCN9C7C(C=CC9)(C(C(C8N6C=O)(C(=O)OC)O)OC(=O)C)CC)OC)C(=O)OC)O.OS(=O)(=O)O. Drug 2: CN1C(=O)N2C=NC(=C2N=N1)C(=O)N. Cell line: OVCAR-8. Synergy scores: CSS=-2.14, Synergy_ZIP=-1.31, Synergy_Bliss=-3.55, Synergy_Loewe=-5.17, Synergy_HSA=-4.11. (10) Drug 1: CC1OCC2C(O1)C(C(C(O2)OC3C4COC(=O)C4C(C5=CC6=C(C=C35)OCO6)C7=CC(=C(C(=C7)OC)O)OC)O)O. Drug 2: C1=NC(=NC(=O)N1C2C(C(C(O2)CO)O)O)N. Cell line: OVCAR-4. Synergy scores: CSS=9.50, Synergy_ZIP=-3.61, Synergy_Bliss=1.81, Synergy_Loewe=2.38, Synergy_HSA=2.46.